Task: Binary Classification. Given a T-cell receptor sequence (or CDR3 region) and an epitope sequence, predict whether binding occurs between them.. Dataset: TCR-epitope binding with 47,182 pairs between 192 epitopes and 23,139 TCRs (1) The epitope is LLFGYPVYV. The TCR CDR3 sequence is CASSQDQGLAGGPYNEQFF. Result: 0 (the TCR does not bind to the epitope). (2) The epitope is GILGFVFTL. The TCR CDR3 sequence is CASSIRSPYEQYF. Result: 1 (the TCR binds to the epitope). (3) The TCR CDR3 sequence is CATSDWPKGDTIYF. The epitope is RAKFKQLL. Result: 1 (the TCR binds to the epitope). (4) The epitope is SFHSLHLLF. The TCR CDR3 sequence is CASSGLNRGQVGEKLFF. Result: 0 (the TCR does not bind to the epitope). (5) The epitope is FLKEKGGL. The TCR CDR3 sequence is CASSLYSIGSGNTIYF. Result: 1 (the TCR binds to the epitope). (6) The epitope is NQKLIANQF. The TCR CDR3 sequence is CASSRAGGSKNTEAFF. Result: 1 (the TCR binds to the epitope). (7) The epitope is FTYASALWEI. The TCR CDR3 sequence is CASSEDGMNTEAFF. Result: 1 (the TCR binds to the epitope). (8) The epitope is HPKVSSEVHI. The TCR CDR3 sequence is CASRIAGGPGEQYF. Result: 0 (the TCR does not bind to the epitope). (9) The epitope is YIFFASFYY. The TCR CDR3 sequence is CASSSWGGGGHTDTQYF. Result: 1 (the TCR binds to the epitope). (10) Result: 1 (the TCR binds to the epitope). The epitope is PKYVKQNTLKLAT. The TCR CDR3 sequence is CSASGSGGKTEAFF.